Task: Predict the reaction yield, written as a fraction of the theoretical maximum amount of product (1.0 means a 100% yield; for example, 0.34 means a 34% yield).. Dataset: Reaction yield outcomes from USPTO patents with 853,638 reactions (1) The reactants are [O:1]1[C:5]2([CH2:10][CH2:9][CH:8]([NH:11][CH3:12])[CH2:7][CH2:6]2)OCC1.Cl.C([O-])([O-])=O.[Na+].[Na+].[C:20]([O:24][C:25](O[C:25]([O:24][C:20]([CH3:23])([CH3:22])[CH3:21])=[O:26])=[O:26])([CH3:23])([CH3:22])[CH3:21]. The catalyst is CCOC(C)=O. The product is [C:20]([O:24][C:25](=[O:26])[N:11]([CH3:12])[CH:8]1[CH2:7][CH2:6][C:5](=[O:1])[CH2:10][CH2:9]1)([CH3:23])([CH3:22])[CH3:21]. The yield is 0.420. (2) The reactants are [Cl:1][C:2]1[CH:7]=[C:6]([C:8]([O:10]C)=[O:9])[CH:5]=[CH:4][C:3]=1[CH2:12][N:13]1[CH2:17][CH:16]2[CH2:18][N:19]([C:21]([O:23][C:24]([CH3:27])([CH3:26])[CH3:25])=[O:22])[CH2:20][CH:15]2[CH2:14]1.[OH-].[Li+].CO.Cl. The catalyst is O. The product is [C:24]([O:23][C:21]([N:19]1[CH2:18][CH:16]2[CH2:17][N:13]([CH2:12][C:3]3[CH:4]=[CH:5][C:6]([C:8]([OH:10])=[O:9])=[CH:7][C:2]=3[Cl:1])[CH2:14][CH:15]2[CH2:20]1)=[O:22])([CH3:27])([CH3:25])[CH3:26]. The yield is 1.00. (3) The reactants are [O:1]=[C:2]1[NH:7][C:6]2[CH:8]=[C:9]([CH2:12][N:13]3[CH2:18][CH2:17][N:16]([C:19]4[CH:27]=[CH:26][C:22]([C:23]([OH:25])=O)=[CH:21][CH:20]=4)[CH2:15][CH2:14]3)[CH:10]=[N:11][C:5]=2[N:4]2[CH2:28][CH2:29][CH2:30][CH2:31][C@@H:3]12.Cl.C(N=C=N[CH2:38][CH2:39][CH2:40][N:41](C)C)C.O.N1(O)C2C=CC=CC=2N=N1.CN1CCOCC1.C1(N)CC1. The catalyst is CN(C=O)C.O. The product is [CH:40]1([NH:41][C:23](=[O:25])[C:22]2[CH:21]=[CH:20][C:19]([N:16]3[CH2:17][CH2:18][N:13]([CH2:12][C:9]4[CH:10]=[N:11][C:5]5[N:4]6[CH2:28][CH2:29][CH2:30][CH2:31][C@H:3]6[C:2](=[O:1])[NH:7][C:6]=5[CH:8]=4)[CH2:14][CH2:15]3)=[CH:27][CH:26]=2)[CH2:38][CH2:39]1. The yield is 0.750. (4) The reactants are [OH-].[K+].Cl.[N:4]12[CH2:11][CH2:10][CH:7]([CH2:8][CH2:9]1)[C:6](=[O:12])[CH2:5]2.[N:13]1[CH:18]=[CH:17][CH:16]=[C:15]([CH:19]=O)[CH:14]=1.O. The catalyst is CO. The product is [N:13]1[CH:18]=[CH:17][CH:16]=[C:15]([CH:19]=[C:5]2[C:6](=[O:12])[CH:7]3[CH2:10][CH2:11][N:4]2[CH2:9][CH2:8]3)[CH:14]=1. The yield is 0.820. (5) The reactants are [C:1]1([CH3:15])[CH:6]=[CH:5][C:4]([C:7]2[C:11](C(O)=O)=[CH:10][O:9][N:8]=2)=[CH:3][CH:2]=1.[Cl:16][C:17]1[CH:22]=[CH:21][CH:20]=[CH:19][C:18]=1[CH:23]([OH:25])[CH3:24].C1(P(N=[N+]=[N-])(C2C=CC=CC=2)=O)C=CC=CC=1.C([N:45]([CH2:48]C)CC)C.C(=O)([O-])[OH:51].[Na+]. The catalyst is C1(C)C=CC=CC=1. The product is [C:1]1([CH3:15])[CH:2]=[CH:3][C:4]([C:7]2[C:11]([NH:45][C:48](=[O:51])[O:25][CH:23]([C:18]3[CH:19]=[CH:20][CH:21]=[CH:22][C:17]=3[Cl:16])[CH3:24])=[CH:10][O:9][N:8]=2)=[CH:5][CH:6]=1. The yield is 0.586. (6) The yield is 0.860. No catalyst specified. The product is [CH2:14]([C@H:2]1[C@@H:21]2[C:20](=[O:16])[C@H:19]([CH:18]=[CH:17]2)[N:5]([O:6][CH2:7][C:8]2[CH:13]=[CH:12][CH:11]=[CH:10][CH:9]=2)[C:3]1=[O:4])[CH3:15]. The reactants are Br[CH:2]([CH2:14][CH3:15])[C:3]([NH:5][O:6][CH2:7][C:8]1[CH:13]=[CH:12][CH:11]=[CH:10][CH:9]=1)=[O:4].[O:16]1[CH:20]=[CH:19][CH:18]=[CH:17]1.[C:21](OCC)(=O)C. (7) The reactants are [CH2:1]([O:8][C:9]([N:11]1[CH2:16][CH2:15][NH:14][CH2:13][CH2:12]1)=[O:10])[C:2]1[CH:7]=[CH:6][CH:5]=[CH:4][CH:3]=1.F[C:18]1[CH:23]=[C:22]([CH3:24])[CH:21]=[CH:20][C:19]=1[N+:25]([O-:27])=[O:26].C(=O)([O-])[O-].[K+].[K+].O. The catalyst is CS(C)=O. The product is [CH2:1]([O:8][C:9]([N:11]1[CH2:16][CH2:15][N:14]([C:18]2[CH:23]=[C:22]([CH3:24])[CH:21]=[CH:20][C:19]=2[N+:25]([O-:27])=[O:26])[CH2:13][CH2:12]1)=[O:10])[C:2]1[CH:7]=[CH:6][CH:5]=[CH:4][CH:3]=1. The yield is 0.976.